The task is: Predict the product of the given reaction.. This data is from Forward reaction prediction with 1.9M reactions from USPTO patents (1976-2016). (1) Given the reactants [O:1]1[CH:5]=[CH:4][C:3]([C:6]2[CH:7]=[CH:8][C:9]([C:12](=[O:14])[CH3:13])=[N:10][CH:11]=2)=[CH:2]1.[BH4-].[Na+], predict the reaction product. The product is: [O:1]1[CH:5]=[CH:4][C:3]([C:6]2[CH:7]=[CH:8][C:9]([CH:12]([OH:14])[CH3:13])=[N:10][CH:11]=2)=[CH:2]1. (2) Given the reactants [CH3:1][C:2]1[CH:3]2[CH2:9][C:6]([CH3:10])([CH2:7][CH:8]=1)[CH2:5][CH2:4]2.C(OO)(=[O:13])C.C([O-])(=O)C.[Na+], predict the reaction product. The product is: [CH3:1][C:2]12[O:13][CH:8]1[CH2:7][C:6]1([CH3:10])[CH2:9][CH:3]2[CH2:4][CH2:5]1. (3) Given the reactants Cl[C:2]1[CH:7]=[CH:6][N:5]=[C:4]([C:8]2[CH:13]=[C:12]([OH:14])[CH:11]=[C:10]([CH2:15][OH:16])[N:9]=2)[CH:3]=1.[CH3:17][NH:18][CH3:19], predict the reaction product. The product is: [CH3:17][N:18]([CH3:19])[C:2]1[CH:7]=[CH:6][N:5]=[C:4]([C:8]2[CH:13]=[C:12]([OH:14])[CH:11]=[C:10]([CH2:15][OH:16])[N:9]=2)[CH:3]=1.